Dataset: Forward reaction prediction with 1.9M reactions from USPTO patents (1976-2016). Task: Predict the product of the given reaction. (1) The product is: [CH:18]1([N:14]2[CH2:15][CH2:16][CH2:17][N:11]([C:9]([C@H:7]3[CH2:8][C@H:5]([OH:4])[CH2:6]3)=[O:10])[CH2:12][CH2:13]2)[CH2:21][CH2:20][CH2:19]1. Given the reactants C([O:4][C@H:5]1[CH2:8][C@H:7]([C:9]([N:11]2[CH2:17][CH2:16][CH2:15][N:14]([CH:18]3[CH2:21][CH2:20][CH2:19]3)[CH2:13][CH2:12]2)=[O:10])[CH2:6]1)(=O)C.C1COCC1.O.O[Li].O, predict the reaction product. (2) Given the reactants [OH:1][C:2]1([C:26]2[CH:31]=[CH:30][CH:29]=[CH:28][CH:27]=2)[CH2:7][CH2:6][N:5]([C@H:8]([C:20]2[CH:25]=[CH:24][CH:23]=[CH:22][CH:21]=2)[C:9]([O:11][C@H](C2C=CC=CC=2)C)=[O:10])[CH2:4][CH2:3]1.FC(F)(F)C(O)=O, predict the reaction product. The product is: [OH:1][C:2]1([C:26]2[CH:31]=[CH:30][CH:29]=[CH:28][CH:27]=2)[CH2:3][CH2:4][N:5]([C@H:8]([C:20]2[CH:21]=[CH:22][CH:23]=[CH:24][CH:25]=2)[C:9]([OH:11])=[O:10])[CH2:6][CH2:7]1. (3) Given the reactants [CH2:1]([O:5][C@@H:6]1[C@@H:14]([O:15][CH2:16][CH:17]([CH3:19])[CH3:18])[C@H:13]([CH3:20])[O:12][C:11](=[O:21])[C@@H:10]([NH:22][C:23](=[O:33])[C:24]2[C:29]([OH:30])=[C:28]([O:31][CH3:32])[CH:27]=[CH:26][N:25]=2)[CH2:9][O:8][CH2:7]1)[CH:2]([CH3:4])[CH3:3].[CH3:34][O:35][CH2:36][CH2:37][C:38](Cl)=[O:39], predict the reaction product. The product is: [CH3:34][O:35][CH2:36][CH2:37][C:38]([O:30][C:29]1[C:24]([C:23](=[O:33])[NH:22][C@H:10]2[CH2:9][O:8][CH2:7][C@H:6]([O:5][CH2:1][CH:2]([CH3:3])[CH3:4])[C@@H:14]([O:15][CH2:16][CH:17]([CH3:19])[CH3:18])[C@H:13]([CH3:20])[O:12][C:11]2=[O:21])=[N:25][CH:26]=[CH:27][C:28]=1[O:31][CH3:32])=[O:39].